From a dataset of Reaction yield outcomes from USPTO patents with 853,638 reactions. Predict the reaction yield, written as a fraction of the theoretical maximum amount of product (1.0 means a 100% yield; for example, 0.34 means a 34% yield). (1) The reactants are Br[C:2]1[C:6]([C:7]2[CH:12]=[CH:11][C:10]([O:13][CH3:14])=[CH:9][CH:8]=2)=[CH:5][S:4][CH:3]=1.[C:15]([C:17]1[CH:22]=[CH:21][C:20](B(O)O)=[C:19]([CH3:26])[CH:18]=1)#[N:16].C(=O)([O-])[O-].[Na+].[Na+].C1(C)C=CC=CC=1. The catalyst is C(O)C.O.C1C=CC([P]([Pd]([P](C2C=CC=CC=2)(C2C=CC=CC=2)C2C=CC=CC=2)([P](C2C=CC=CC=2)(C2C=CC=CC=2)C2C=CC=CC=2)[P](C2C=CC=CC=2)(C2C=CC=CC=2)C2C=CC=CC=2)(C2C=CC=CC=2)C2C=CC=CC=2)=CC=1. The product is [CH3:14][O:13][C:10]1[CH:11]=[CH:12][C:7]([C:6]2[C:2]([C:20]3[CH:21]=[CH:22][C:17]([C:15]#[N:16])=[CH:18][C:19]=3[CH3:26])=[CH:3][S:4][CH:5]=2)=[CH:8][CH:9]=1. The yield is 0.694. (2) The reactants are [CH3:1][N:2]1[C:10]2[C:5](=[CH:6][C:7](N)=[CH:8][CH:9]=2)[CH:4]=[N:3]1.S(=O)(=O)(O)O.N([O-])=O.[Na+].[I-:21].[Na+].[OH-].[Na+]. The catalyst is O.CCOC(C)=O. The product is [I:21][C:7]1[CH:6]=[C:5]2[C:10](=[CH:9][CH:8]=1)[N:2]([CH3:1])[N:3]=[CH:4]2. The yield is 0.540. (3) The reactants are [F:1][C:2]([F:14])([F:13])[S:3][C:4]1[CH:9]=[CH:8][C:7]([CH2:10][C:11]#[N:12])=[CH:6][CH:5]=1.Cl.[OH-].[Na+]. The catalyst is C1COCC1.C(OCC)C. The yield is 0.912. The product is [F:13][C:2]([F:1])([F:14])[S:3][C:4]1[CH:5]=[CH:6][C:7]([CH2:10][CH2:11][NH2:12])=[CH:8][CH:9]=1. (4) The reactants are Br[C:2]1[CH:7]=[CH:6][C:5]([C:8]2[O:9][C:10]([CH3:21])=[C:11]([CH2:13][CH2:14][N:15]3[CH2:20][CH2:19][CH2:18][CH2:17][CH2:16]3)[N:12]=2)=[CH:4][CH:3]=1.[CH3:22][S:23]([C:26]1[CH:31]=[CH:30][C:29](B(O)O)=[CH:28][CH:27]=1)(=[O:25])=[O:24].C([O-])([O-])=O.[Na+].[Na+]. The yield is 0.920. The catalyst is O1CCOCC1. The product is [CH3:22][S:23]([C:26]1[CH:31]=[CH:30][C:29]([C:2]2[CH:7]=[CH:6][C:5]([C:8]3[O:9][C:10]([CH3:21])=[C:11]([CH2:13][CH2:14][N:15]4[CH2:20][CH2:19][CH2:18][CH2:17][CH2:16]4)[N:12]=3)=[CH:4][CH:3]=2)=[CH:28][CH:27]=1)(=[O:25])=[O:24]. (5) The product is [Cl:16][C:17]1[CH:25]=[CH:24][C:20]([C:21](=[O:22])[CH2:14][C:13]#[N:15])=[C:19]([F:26])[CH:18]=1. The yield is 0.970. The catalyst is C1COCC1.CCCCCC. The reactants are C([Li])CCC.C(NC(C)C)(C)C.[C:13](#[N:15])[CH3:14].[Cl:16][C:17]1[CH:25]=[CH:24][C:20]([C:21]([O-])=[O:22])=[C:19]([F:26])[CH:18]=1.